From a dataset of Reaction yield outcomes from USPTO patents with 853,638 reactions. Predict the reaction yield, written as a fraction of the theoretical maximum amount of product (1.0 means a 100% yield; for example, 0.34 means a 34% yield). (1) The reactants are [CH:1]1([S:4]([NH2:7])(=[O:6])=[O:5])[CH2:3][CH2:2]1.C(N(CC)CC)C.[CH3:15][C:16]([O:19][C:20](O[C:20]([O:19][C:16]([CH3:18])([CH3:17])[CH3:15])=[O:21])=[O:21])([CH3:18])[CH3:17]. The catalyst is C(Cl)Cl.CN(C1C=CN=CC=1)C.O. The product is [CH:1]1([S:4]([NH:7][C:20](=[O:21])[O:19][C:16]([CH3:18])([CH3:17])[CH3:15])(=[O:6])=[O:5])[CH2:3][CH2:2]1. The yield is 0.650. (2) The reactants are FC(F)(F)C(O)=O.[C:8]([N:11]1[C:20]2[C:15](=[CH:16][C:17]([C:21]3[CH:26]=[CH:25][C:24]([CH2:27][CH2:28][NH:29][C:30]([O:32][C:33]([CH3:36])([CH3:35])[CH3:34])=[O:31])=[CH:23][CH:22]=3)=[CH:18][CH:19]=2)[C@H:14]([NH:37][C:38](=[O:43])[O:39][CH:40]([CH3:42])[CH3:41])[CH2:13][C@@H:12]1[CH3:44])(=[O:10])[CH3:9].C1(C)C=CC=CC=1.[ClH:52]. The catalyst is ClCCl. The product is [ClH:52].[C:8]([N:11]1[C:20]2[C:15](=[CH:16][C:17]([C:21]3[CH:22]=[CH:23][C:24]([CH2:27][CH2:28][NH:29][C:30]([O:32][C:33]([CH3:34])([CH3:35])[CH3:36])=[O:31])=[CH:25][CH:26]=3)=[CH:18][CH:19]=2)[C@H:14]([NH:37][C:38](=[O:43])[O:39][CH:40]([CH3:41])[CH3:42])[CH2:13][C@@H:12]1[CH3:44])(=[O:10])[CH3:9]. The yield is 0.800. (3) The reactants are OO.O.[OH-].[Li+].[CH2:6]([S:26][C@H:27]([CH2:43][CH3:44])[C:28](N1[C@@H](C)[C@@H](C2C=CC=CC=2)OC1=O)=[O:29])[CH2:7][CH2:8][CH2:9]/[CH:10]=[CH:11]\[CH2:12]/[CH:13]=[CH:14]\[CH2:15]/[CH:16]=[CH:17]\[CH2:18]/[CH:19]=[CH:20]\[CH2:21]/[CH:22]=[CH:23]\[CH2:24][CH3:25].[O-:45]S([O-])=O.[Na+].[Na+].Cl. The catalyst is O1CCCC1.O. The product is [CH2:6]([S:26][C@H:27]([CH2:43][CH3:44])[C:28]([OH:29])=[O:45])[CH2:7][CH2:8][CH2:9]/[CH:10]=[CH:11]\[CH2:12]/[CH:13]=[CH:14]\[CH2:15]/[CH:16]=[CH:17]\[CH2:18]/[CH:19]=[CH:20]\[CH2:21]/[CH:22]=[CH:23]\[CH2:24][CH3:25]. The yield is 0.220. (4) The reactants are Cl[C:2]1[C:7]([Cl:8])=[CH:6][C:5]([C:9]([F:12])([F:11])[F:10])=[CH:4][N:3]=1.[NH:13]1[CH2:18][CH2:17][CH:16]([NH:19][C:20](=[O:26])[O:21][C:22]([CH3:25])([CH3:24])[CH3:23])[CH2:15][CH2:14]1.C(=O)([O-])N.[K+]. The catalyst is CN(C=O)C. The product is [C:22]([O:21][C:20](=[O:26])[NH:19][CH:16]1[CH2:17][CH2:18][N:13]([C:2]2[C:7]([Cl:8])=[CH:6][C:5]([C:9]([F:12])([F:11])[F:10])=[CH:4][N:3]=2)[CH2:14][CH2:15]1)([CH3:25])([CH3:23])[CH3:24]. The yield is 0.700. (5) The reactants are [Cl:1][C:2]1[CH:3]=[C:4]([C:9]2([C:34]([F:37])([F:36])[F:35])[O:13][N:12]([CH3:14])[C:11]([C:15]3[CH:32]=[CH:31][C:18]([CH2:19][N:20]4C(=O)C5C(=CC=CC=5)C4=O)=[C:17]([CH3:33])[CH:16]=3)=[CH:10]2)[CH:5]=[C:6]([Cl:8])[CH:7]=1.O.NN. The catalyst is C(O)C.C(OCC)C. The product is [Cl:1][C:2]1[CH:3]=[C:4]([C:9]2([C:34]([F:36])([F:35])[F:37])[O:13][N:12]([CH3:14])[C:11]([C:15]3[CH:32]=[CH:31][C:18]([CH2:19][NH2:20])=[C:17]([CH3:33])[CH:16]=3)=[CH:10]2)[CH:5]=[C:6]([Cl:8])[CH:7]=1. The yield is 0.650. (6) The reactants are Cl[C:2]1[CH:7]=[C:6]([NH2:8])[CH:5]=[CH:4][N:3]=1.[NH:9]1[CH2:13][CH2:12][CH2:11][CH2:10]1. No catalyst specified. The product is [N:9]1([C:2]2[CH:7]=[C:6]([NH2:8])[CH:5]=[CH:4][N:3]=2)[CH2:13][CH2:12][CH2:11][CH2:10]1. The yield is 0.790. (7) The reactants are [H-].[Na+].[Cl:3][C:4]1[CH:12]=[C:11]2[C:7]([CH:8]=[CH:9][NH:10]2)=[CH:6][CH:5]=1.Br[CH2:14][C:15]1[CH:20]=[CH:19][C:18]([C:21]([F:24])([F:23])[F:22])=[CH:17][CH:16]=1. The catalyst is CN(C=O)C. The product is [Cl:3][C:4]1[CH:12]=[C:11]2[C:7]([CH:8]=[CH:9][N:10]2[CH2:14][C:15]2[CH:16]=[CH:17][C:18]([C:21]([F:22])([F:23])[F:24])=[CH:19][CH:20]=2)=[CH:6][CH:5]=1. The yield is 0.970.